This data is from Reaction yield outcomes from USPTO patents with 853,638 reactions. The task is: Predict the reaction yield, written as a fraction of the theoretical maximum amount of product (1.0 means a 100% yield; for example, 0.34 means a 34% yield). (1) The reactants are [Cl:1][C:2]1[CH:3]=[C:4]([CH:8]=[C:9]([Cl:12])[C:10]=1[OH:11])[C:5]([OH:7])=O.[CH2:13]1[C@H:22]2[C@H:17]([CH2:18][CH2:19][C:20]3[CH:26]=[CH:25][CH:24]=[CH:23][C:21]=32)[NH:16][CH2:15][CH2:14]1.F[P-](F)(F)(F)(F)F.N1(OC(N(C)C)=[N+](C)C)C2N=CC=CC=2N=N1. No catalyst specified. The product is [Cl:12][C:9]1[CH:8]=[C:4]([C:5]([N:16]2[C@@H:17]3[C@@H:22]([C:21]4[CH:23]=[CH:24][CH:25]=[CH:26][C:20]=4[CH2:19][CH2:18]3)[CH2:13][CH2:14][CH2:15]2)=[O:7])[CH:3]=[C:2]([Cl:1])[C:10]=1[OH:11]. The yield is 0.260. (2) The reactants are Br[CH2:2][CH2:3][CH2:4][CH2:5][CH2:6][CH2:7][CH2:8][CH2:9][C:10]([NH:12][C:13]1[C:14]([S:22][CH3:23])=[N:15][C:16]([CH3:21])=[CH:17][C:18]=1[S:19][CH3:20])=[O:11].[CH3:24][O:25][C:26]([C:28]1[C:36]2[O:35][C:34]([SH:37])=[N:33][C:32]=2[CH:31]=[CH:30][CH:29]=1)=[O:27].C1OCCOCCOCCOCCOCCOC1.C(=O)([O-])[O-].[K+].[K+]. The catalyst is O.CN(C=O)C. The product is [CH3:24][O:25][C:26]([C:28]1[C:36]2[O:35][C:34]([S:37][CH2:2][CH2:3][CH2:4][CH2:5][CH2:6][CH2:7][CH2:8][CH2:9][C:10]([NH:12][C:13]3[C:14]([S:22][CH3:23])=[N:15][C:16]([CH3:21])=[CH:17][C:18]=3[S:19][CH3:20])=[O:11])=[N:33][C:32]=2[CH:31]=[CH:30][CH:29]=1)=[O:27]. The yield is 0.720.